Dataset: Full USPTO retrosynthesis dataset with 1.9M reactions from patents (1976-2016). Task: Predict the reactants needed to synthesize the given product. (1) Given the product [Br:1][CH:13]([CH2:24][CH2:25][CH2:26][CH2:27][CH2:28][CH2:29][CH2:30][CH2:31][CH2:32][CH3:33])[CH2:14][CH2:15][CH2:16][CH2:17][CH2:18][CH2:19][CH2:20][CH2:21][CH2:22][CH3:23], predict the reactants needed to synthesize it. The reactants are: [Br-:1].[Li+].C1(C)C=CC(S(O[CH:13]([CH2:24][CH2:25][CH2:26][CH2:27][CH2:28][CH2:29][CH2:30][CH2:31][CH2:32][CH3:33])[CH2:14][CH2:15][CH2:16][CH2:17][CH2:18][CH2:19][CH2:20][CH2:21][CH2:22][CH3:23])(=O)=O)=CC=1. (2) The reactants are: [CH3:1][C:2]([S@@:5]([NH2:7])=[O:6])([CH3:4])[CH3:3].[Br:8][C:9]1[CH:16]=[CH:15][C:12]([CH:13]=O)=[C:11]([F:17])[CH:10]=1.C1(C)C=CC(S([O-])(=O)=O)=CC=1.[NH+]1C=CC=CC=1.S([O-])([O-])(=O)=O.[Mg+2]. Given the product [Br:8][C:9]1[CH:16]=[CH:15][C:12](/[CH:13]=[N:7]/[S:5]([C:2]([CH3:4])([CH3:3])[CH3:1])=[O:6])=[C:11]([F:17])[CH:10]=1, predict the reactants needed to synthesize it. (3) The reactants are: Cl[C:2]1[N:3]=[CH:4][C:5]2[CH2:12][N:11]([C:13](=[O:15])[CH3:14])[C:10]3[CH:16]=[CH:17][CH:18]=[CH:19][C:9]=3[CH:8]=[CH:7][C:6]=2[CH:20]=1.CC1(C)C(C)(C)OB([C:29]2[CH:30]=[CH:31][C:32]([N:35]3[CH2:40][CH2:39][O:38][CH2:37][CH2:36]3)=[N:33][CH:34]=2)O1.C(N1C2C=CC=CC=2C=CC2N=C(C3C=NC(OC)=CC=3)C(F)=CC=2C1)(=O)C. Given the product [C:13]([N:11]1[C:10]2[CH:16]=[CH:17][CH:18]=[CH:19][C:9]=2[CH:8]=[CH:7][C:6]2[CH:20]=[C:2]([C:29]3[CH:34]=[N:33][C:32]([N:35]4[CH2:36][CH2:37][O:38][CH2:39][CH2:40]4)=[CH:31][CH:30]=3)[N:3]=[CH:4][C:5]=2[CH2:12]1)(=[O:15])[CH3:14], predict the reactants needed to synthesize it. (4) Given the product [N:20]1([C:26]2[N:31]=[CH:30][C:29]([NH:32][C:13]([C:11]3[N:12]=[C:8]([C:3]4[CH:4]=[CH:5][CH:6]=[CH:7][C:2]=4[Cl:1])[O:9][C:10]=3[C:16]([F:19])([F:18])[F:17])=[O:15])=[CH:28][CH:27]=2)[CH2:25][CH2:24][O:23][CH2:22][CH2:21]1, predict the reactants needed to synthesize it. The reactants are: [Cl:1][C:2]1[CH:7]=[CH:6][CH:5]=[CH:4][C:3]=1[C:8]1[O:9][C:10]([C:16]([F:19])([F:18])[F:17])=[C:11]([C:13]([OH:15])=O)[N:12]=1.[N:20]1([C:26]2[N:31]=[CH:30][C:29]([NH2:32])=[CH:28][CH:27]=2)[CH2:25][CH2:24][O:23][CH2:22][CH2:21]1. (5) Given the product [Br:1][C:2]1[S:3][C:4]([NH:34][C:35](=[O:41])[O:36][C:37]([CH3:38])([CH3:40])[CH3:39])=[C:5]([C:7](=[O:33])[NH:8][C:9]2[CH:10]=[N:11][N:12]([CH2:29][CH:30]([F:31])[F:32])[C:13]=2[N:14]2[CH2:20][CH2:19][CH2:18][CH:17]([OH:55])[CH2:16][CH2:15]2)[N:6]=1, predict the reactants needed to synthesize it. The reactants are: [Br:1][C:2]1[S:3][C:4]([NH:34][C:35](=[O:41])[O:36][C:37]([CH3:40])([CH3:39])[CH3:38])=[C:5]([C:7](=[O:33])[NH:8][C:9]2[CH:10]=[N:11][N:12]([CH2:29][CH:30]([F:32])[F:31])[C:13]=2[N:14]2[CH2:20][CH2:19][CH2:18][C@@H:17](N(C)C(=O)C(F)(F)F)[CH2:16][CH2:15]2)[N:6]=1.NC1C=NN(CC(F)F)C=1N1CCCC([OH:55])CC1.BrC1SC(NC(OC(C)(C)C)=O)=C(C(O)=O)N=1. (6) Given the product [CH:7]1([CH2:6][CH:5]([C:12]2[CH:17]=[CH:16][C:15]([N+:18]([O-:20])=[O:19])=[CH:14][CH:13]=2)[C:4]([OH:21])=[O:3])[CH2:11][CH2:10][CH2:9][CH2:8]1, predict the reactants needed to synthesize it. The reactants are: C([O:3][C:4](=[O:21])[CH:5]([C:12]1[CH:17]=[CH:16][C:15]([N+:18]([O-:20])=[O:19])=[CH:14][CH:13]=1)[CH2:6][CH:7]1[CH2:11][CH2:10][CH2:9][CH2:8]1)C.[OH-].[Na+]. (7) Given the product [C:1]([O:5][C:6](=[O:16])[NH:7][C:8]1[CH:13]=[CH:12][C:11]([Cl:14])=[C:10]([O:15][CH2:18][C:19](=[O:21])[CH3:20])[CH:9]=1)([CH3:4])([CH3:2])[CH3:3], predict the reactants needed to synthesize it. The reactants are: [C:1]([O:5][C:6](=[O:16])[NH:7][C:8]1[CH:13]=[CH:12][C:11]([Cl:14])=[C:10]([OH:15])[CH:9]=1)([CH3:4])([CH3:3])[CH3:2].Cl[CH2:18][C:19](=[O:21])[CH3:20].C(=O)([O-])[O-].[K+].[K+].[I-].[K+]. (8) Given the product [CH:27]1[C:28]2[C:2](=[CH:15][C:16]([C:21]3[N:34]=[N:35][NH:36][C:20]=3[CH:2]([CH2:15][C:16]3[CH:17]=[CH:18][CH:19]=[CH:20][CH:21]=3)[CH2:3][NH2:4])=[CH:17][CH:18]=2)[CH:26]=[CH:25][N:24]=1, predict the reactants needed to synthesize it. The reactants are: O[CH:2]([CH2:15][C:16]1[CH:21]=[CH:20][CH:19]=[CH:18][CH:17]=1)[CH2:3][N:4]1C(=O)C2C=CC=CC=2C1=O.C([N:24]([CH2:27][CH3:28])[CH2:25][CH3:26])C.CS(Cl)(=O)=O.[N-:34]=[N+:35]=[N-:36].[Na+]. (9) The reactants are: C(O[C:6]([N:8]1[CH2:13][CH2:12][N:11]([C:14]2C(=O)N(CC(C)C)N=C(C3C=CC(C)=C(F)C=3)C=2C)[CH2:10][CH2:9]1)=O)(C)(C)C.[Cl:34][C:35]1[CH:36]=[C:37]([C:43]2[C:44](C)=[C:45](OS(C)(=O)=O)[C:46](=[O:53])[N:47]([CH2:49][CH:50]([CH3:52])[CH3:51])[N:48]=2)[CH:38]=[CH:39][C:40]=1[O:41][CH3:42].CN1CCNCC1. Given the product [Cl:34][C:35]1[CH:36]=[C:37]([C:43]2[CH:44]=[C:45]([CH2:6][N:8]3[CH2:13][CH2:12][N:11]([CH3:14])[CH2:10][CH2:9]3)[C:46](=[O:53])[N:47]([CH2:49][CH:50]([CH3:51])[CH3:52])[N:48]=2)[CH:38]=[CH:39][C:40]=1[O:41][CH3:42], predict the reactants needed to synthesize it. (10) The reactants are: [C:1]([CH2:7][C:8]#[N:9])(=[O:6])[C:2]([CH3:5])([CH3:4])[CH3:3].[Br:10]N1C(=O)CCC1=O. Given the product [Br:10][CH:7]([C:1](=[O:6])[C:2]([CH3:5])([CH3:4])[CH3:3])[C:8]#[N:9], predict the reactants needed to synthesize it.